This data is from NCI-60 drug combinations with 297,098 pairs across 59 cell lines. The task is: Regression. Given two drug SMILES strings and cell line genomic features, predict the synergy score measuring deviation from expected non-interaction effect. Drug 1: C(CN)CNCCSP(=O)(O)O. Drug 2: CCC1(C2=C(COC1=O)C(=O)N3CC4=CC5=C(C=CC(=C5CN(C)C)O)N=C4C3=C2)O.Cl. Cell line: KM12. Synergy scores: CSS=29.1, Synergy_ZIP=-10.6, Synergy_Bliss=-2.62, Synergy_Loewe=-42.0, Synergy_HSA=-3.17.